Dataset: Full USPTO retrosynthesis dataset with 1.9M reactions from patents (1976-2016). Task: Predict the reactants needed to synthesize the given product. (1) Given the product [OH:28][C@:18]12[CH2:19][C:20](=[O:50])[CH2:21][CH2:22][C@:23]1([CH3:24])[C@@H:25]1[C@H:15]([C@H:6]3[C@@:4]([CH2:27][CH2:26]1)([CH3:5])[C:3](=[O:12])[CH2:8][CH2:7]3)[CH2:16]/[C:17]/2=[N:29]\[OH:30], predict the reactants needed to synthesize it. The reactants are: C1CO[C:8]23OCC[O:12][C:3]2([C@:4]2([CH2:27][CH2:26][C@H:25]4[C@@H:15]([CH2:16]/[C:17](=[N:29]\[OH:30])/[C@:18]5([OH:28])[C@:23]4([CH3:24])[CH2:22][CH2:21][CH2:20][CH2:19]5)[C@@H:6]2[CH2:7]3)[CH3:5])O1.C=C1C2[C@](C)(CCC(=[O:50])C2)[C@@H]2[C@H]([C@H]3[C@@](CC2)(C)C(=O)CC3)C1. (2) Given the product [F:1][C:2]1[CH:10]=[CH:9][C:8]([F:11])=[CH:7][C:3]=1[C:4]([N:15]([CH2:12][CH2:13][CH3:14])[CH2:16][C:17]1[N:21]([CH2:22][CH2:23][CH3:24])[C:20]2[CH:25]=[CH:26][C:27]([CH2:29][O:30][Si:31]([CH3:36])([CH3:37])[C:32]([CH3:34])([CH3:33])[CH3:35])=[CH:28][C:19]=2[N:18]=1)=[O:5], predict the reactants needed to synthesize it. The reactants are: [F:1][C:2]1[CH:10]=[CH:9][C:8]([F:11])=[CH:7][C:3]=1[C:4](Cl)=[O:5].[CH2:12]([NH:15][CH2:16][C:17]1[N:21]([CH2:22][CH2:23][CH3:24])[C:20]2[CH:25]=[CH:26][C:27]([CH2:29][O:30][Si:31]([CH3:37])([CH3:36])[C:32]([CH3:35])([CH3:34])[CH3:33])=[CH:28][C:19]=2[N:18]=1)[CH2:13][CH3:14]. (3) Given the product [C:23]([C:21]1[CH:20]=[C:19]([CH2:29][C:30]([OH:32])=[O:31])[CH:18]=[C:17]([S:14]([N:11]2[CH2:12][CH2:13][N:8]([CH2:7][C:6]3[CH:34]=[CH:35][CH:36]=[C:4]([O:3][C:2]([F:37])([F:38])[F:1])[CH:5]=3)[CH2:9][CH2:10]2)(=[O:16])=[O:15])[CH:22]=1)#[CH:24], predict the reactants needed to synthesize it. The reactants are: [F:1][C:2]([F:38])([F:37])[O:3][C:4]1[CH:5]=[C:6]([CH:34]=[CH:35][CH:36]=1)[CH2:7][N:8]1[CH2:13][CH2:12][N:11]([S:14]([C:17]2[CH:18]=[C:19]([CH2:29][C:30]([O:32]C)=[O:31])[CH:20]=[C:21]([C:23]#[C:24][Si](C)(C)C)[CH:22]=2)(=[O:16])=[O:15])[CH2:10][CH2:9]1.Cl. (4) Given the product [N:1]1([C:6]2[CH:11]=[CH:10][C:9]([CH2:12][C:13]([N:15]3[CH2:41][CH2:40][N:18]4[CH2:19][C@@H:20]([C:30]5[C:31]([CH3:39])=[C:32]([C:33]([F:36])=[CH:34][CH:35]=5)[C:37]#[N:38])[NH:21][CH2:22][C@@H:17]4[CH2:16]3)=[O:14])=[CH:8][CH:7]=2)[CH:5]=[N:4][N:3]=[N:2]1, predict the reactants needed to synthesize it. The reactants are: [N:1]1([C:6]2[CH:11]=[CH:10][C:9]([CH2:12][C:13]([N:15]3[CH2:41][CH2:40][N:18]4[CH2:19][C@@H:20]([C:30]5[CH:35]=[CH:34][C:33]([F:36])=[C:32]([C:37]#[N:38])[C:31]=5[CH3:39])[N:21](C(OC(C)(C)C)=O)[CH2:22][C@@H:17]4[CH2:16]3)=[O:14])=[CH:8][CH:7]=2)[CH:5]=[N:4][N:3]=[N:2]1.C1(SC)C=CC=CC=1.FC(F)(F)C(O)=O. (5) Given the product [CH2:1]([N:4]([S:34]([CH2:37][C:38]1[CH:39]=[CH:40][CH:41]=[CH:42][CH:43]=1)(=[O:35])=[O:36])[C:5]([CH:7]1[CH2:12][CH2:11][N:10]([C:13]2[C:23]([C:24]#[N:25])=[CH:22][C:16]([C:17]([O:19][CH2:20][CH3:21])=[O:18])=[C:15]([NH:48][CH3:47])[N:14]=2)[CH2:9][CH2:8]1)=[O:6])[CH:2]=[CH2:3], predict the reactants needed to synthesize it. The reactants are: [CH2:1]([N:4]([S:34]([CH2:37][C:38]1[CH:43]=[CH:42][CH:41]=[CH:40][CH:39]=1)(=[O:36])=[O:35])[C:5]([CH:7]1[CH2:12][CH2:11][N:10]([C:13]2[C:23]([C:24]#[N:25])=[CH:22][C:16]([C:17]([O:19][CH2:20][CH3:21])=[O:18])=[C:15](OS(C(F)(F)F)(=O)=O)[N:14]=2)[CH2:9][CH2:8]1)=[O:6])[CH:2]=[CH2:3].CN.C[CH2:47][N:48](C(C)C)C(C)C. (6) Given the product [NH:15]1[CH2:16][CH2:17][O:18][CH:13]([CH2:12][NH:11][C:9]([NH:8][C:5]2[CH:6]=[CH:7][CH:2]=[CH:3][CH:4]=2)=[O:10])[CH2:14]1, predict the reactants needed to synthesize it. The reactants are: Cl[C:2]1[CH:7]=[CH:6][C:5]([NH:8][C:9]([NH:11][CH2:12][CH:13]2[O:18][CH2:17][CH2:16][N:15](C(OCC3C=CC=CC=3)=O)[CH2:14]2)=[O:10])=[CH:4][CH:3]=1. (7) Given the product [F:9][C:4]1[CH:3]=[C:2]([B:15]([OH:20])[OH:16])[CH:7]=[CH:6][C:5]=1[F:8], predict the reactants needed to synthesize it. The reactants are: Br[C:2]1[CH:7]=[CH:6][C:5]([F:8])=[C:4]([F:9])[CH:3]=1.[Li]CCCC.[B:15](OC(C)C)([O:20]C(C)C)[O:16]C(C)C. (8) Given the product [F:11][C:8]1[CH:9]=[C:10]2[C:2]([B:25]3[O:26][C:27]([CH3:29])([CH3:28])[C:23]([CH3:39])([CH3:22])[O:24]3)=[CH:3][N:4]([S:12]([C:15]3[CH:20]=[CH:19][C:18]([CH3:21])=[CH:17][CH:16]=3)(=[O:14])=[O:13])[C:5]2=[N:6][CH:7]=1, predict the reactants needed to synthesize it. The reactants are: Br[C:2]1[C:10]2[C:5](=[N:6][CH:7]=[C:8]([F:11])[CH:9]=2)[N:4]([S:12]([C:15]2[CH:20]=[CH:19][C:18]([CH3:21])=[CH:17][CH:16]=2)(=[O:14])=[O:13])[CH:3]=1.[CH3:22][C:23]1([CH3:39])[C:27]([CH3:29])([CH3:28])[O:26][B:25]([B:25]2[O:26][C:27]([CH3:29])([CH3:28])[C:23]([CH3:39])([CH3:22])[O:24]2)[O:24]1.C([O-])(=O)C.[K+].CCCCCC.